Predict which catalyst facilitates the given reaction. From a dataset of Catalyst prediction with 721,799 reactions and 888 catalyst types from USPTO. (1) Reactant: [NH2:1][C:2]1[CH:7]=[CH:6][CH:5]=[CH:4][C:3]=1[SH:8].Br[C:10]1[CH:18]=[C:17]([C:19](O)=[O:20])[CH:16]=[CH:15][C:11]=1[C:12]([OH:14])=[O:13].N1C2C(=CC=CC=2)C=CC=1.Cl. Product: [O:20]=[C:19]1[C:17]2[CH:18]=[CH:10][C:11]([C:12]([OH:14])=[O:13])=[CH:15][C:16]=2[S:8][C:3]2[CH:4]=[CH:5][CH:6]=[CH:7][C:2]=2[NH:1]1. The catalyst class is: 803. (2) Reactant: [Br:1][C:2]1[S:6][C:5]([C:7]2[C:12]3=[N:13][S:14][N:15]=[C:11]3[C:10]([C:16]3[S:17][C:18]([Br:21])=[CH:19][CH:20]=3)=[C:9]([N+:22]([O-])=O)[C:8]=2[N+:25]([O-])=O)=[CH:4][CH:3]=1.[CH2:28]([O:34][C:35]1[CH:40]=[CH:39][C:38]([C:41](=O)[C:42]([C:44]2[CH:49]=[CH:48][C:47]([O:50][CH2:51][CH2:52][CH2:53][CH2:54][CH2:55][CH3:56])=[CH:46][CH:45]=2)=O)=[CH:37][CH:36]=1)[CH2:29][CH2:30][CH2:31][CH2:32][CH3:33]. Product: [Br:1][C:2]1[S:6][C:5]([C:7]2[C:12]3[C:11](=[N:15][S:14][N:13]=3)[C:10]([C:16]3[S:17][C:18]([Br:21])=[CH:19][CH:20]=3)=[C:9]3[C:8]=2[N:25]=[C:41]([C:38]2[CH:37]=[CH:36][C:35]([O:34][CH2:28][CH2:29][CH2:30][CH2:31][CH2:32][CH3:33])=[CH:40][CH:39]=2)[C:42]([C:44]2[CH:49]=[CH:48][C:47]([O:50][CH2:51][CH2:52][CH2:53][CH2:54][CH2:55][CH3:56])=[CH:46][CH:45]=2)=[N:22]3)=[CH:4][CH:3]=1. The catalyst class is: 180. (3) Reactant: C(N(CC)CC)C.[F:15][C:14]([F:17])([F:16])[C:13](O[C:13](=[O:18])[C:14]([F:17])([F:16])[F:15])=[O:18].[NH2:21][C:22]1[CH:31]=[C:30]([C:32]([NH2:34])=O)[CH:29]=[CH:28][C:23]=1[C:24]([O:26][CH3:27])=[O:25]. Product: [C:32]([C:30]1[CH:29]=[CH:28][C:23]([C:24]([O:26][CH3:27])=[O:25])=[C:22]([NH:21][C:13](=[O:18])[C:14]([F:15])([F:16])[F:17])[CH:31]=1)#[N:34]. The catalyst class is: 7. (4) Reactant: [Cl:1][C:2]1[N:3]=[C:4]([N:13]2[CH2:18][CH2:17][O:16][CH2:15][CH2:14]2)[C:5]2[S:10][C:9]([CH:11]=O)=[CH:8][C:6]=2[N:7]=1.[CH3:19][O:20][CH2:21][CH2:22][NH:23][CH:24]1[CH2:29][CH2:28][N:27]([CH3:30])[CH2:26][CH2:25]1.C(O)(=O)C.C(O[BH-](OC(=O)C)OC(=O)C)(=O)C.[Na+]. Product: [Cl:1][C:2]1[N:3]=[C:4]([N:13]2[CH2:18][CH2:17][O:16][CH2:15][CH2:14]2)[C:5]2[S:10][C:9]([CH2:11][N:23]([CH2:22][CH2:21][O:20][CH3:19])[CH:24]3[CH2:29][CH2:28][N:27]([CH3:30])[CH2:26][CH2:25]3)=[CH:8][C:6]=2[N:7]=1. The catalyst class is: 26. (5) Reactant: C(=O)([O:5][C:6]1[CH:11]=[CH:10][C:9]([S:12]([N:15]2[CH:28]([CH3:29])[C:27]3[C:22](=[CH:23][CH:24]=[C:25]([F:30])[CH:26]=3)[C:21]3[CH:20]=[CH:19][CH:18]=[CH:17][C:16]2=3)(=[O:14])=[O:13])=[CH:8][CH:7]=1)OCC.[OH-].[Na+]. Product: [F:30][C:25]1[CH:26]=[C:27]2[C:22](=[CH:23][CH:24]=1)[C:21]1[CH:20]=[CH:19][CH:18]=[CH:17][C:16]=1[N:15]([S:12]([C:9]1[CH:8]=[CH:7][C:6]([OH:5])=[CH:11][CH:10]=1)(=[O:14])=[O:13])[CH:28]2[CH3:29]. The catalyst class is: 5. (6) Reactant: [C:1]([O:4][C:5]1[S:13][C:12]2[CH2:11][CH2:10][N:9]([CH:14]([C:22]([CH:24]3[CH2:26][CH2:25]3)=[O:23])[C:15]3[CH:20]=[CH:19][CH:18]=[CH:17][C:16]=3[F:21])[CH2:8][C:7]=2[CH:6]=1)(=[O:3])[CH3:2].[C:27]1([S:33]([OH:36])(=[O:35])=[O:34])[CH:32]=[CH:31][CH:30]=[CH:29][CH:28]=1.CC(OC1SC2CCN(C(C(C3CC3)=O)C3C=CC=CC=3F)CC=2C=1)=O.Cl.O. Product: [CH3:2][C:1]([O:4][C:5]1[S:13][C:12]2[CH2:11][CH2:10][N:9]([CH:14]([C:22]([CH:24]3[CH2:26][CH2:25]3)=[O:23])[C:15]3[CH:20]=[CH:19][CH:18]=[CH:17][C:16]=3[F:21])[CH2:8][C:7]=2[CH:6]=1)=[O:3].[S:33]([C:27]1[CH:32]=[CH:31][CH:30]=[CH:29][CH:28]=1)([O-:36])(=[O:35])=[O:34]. The catalyst class is: 21. (7) Reactant: Cl[C:2]1[C:31]([O:32][CH2:33][CH3:34])=[CH:30][C:5]([CH2:6][N:7]2[CH2:12][CH2:11][CH:10]([NH:13][C:14](=[O:29])[C:15]3[CH:20]=[C:19]([O:21][CH3:22])[CH:18]=[C:17]([O:23][CH2:24][CH:25]([OH:28])[CH2:26][OH:27])[CH:16]=3)[CH2:9][CH2:8]2)=[CH:4][C:3]=1[O:35][CH2:36][CH3:37].C(OC1C=C(C=O)C=C(OCC)C=1[C:52]1[CH:57]=[CH:56][C:55]([F:58])=[CH:54][CH:53]=1)C.C([BH3-])#N.[Na+].C(N(C(C)C)C(C)C)C. Product: [CH2:36]([O:35][C:3]1[CH:4]=[C:5]([CH2:6][N:7]2[CH2:12][CH2:11][CH:10]([NH:13][C:14](=[O:29])[C:15]3[CH:20]=[C:19]([O:21][CH3:22])[CH:18]=[C:17]([O:23][CH2:24][CH:25]([OH:28])[CH2:26][OH:27])[CH:16]=3)[CH2:9][CH2:8]2)[CH:30]=[C:31]([O:32][CH2:33][CH3:34])[C:2]=1[C:52]1[CH:57]=[CH:56][C:55]([F:58])=[CH:54][CH:53]=1)[CH3:37]. The catalyst class is: 212.